From a dataset of Retrosynthesis with 50K atom-mapped reactions and 10 reaction types from USPTO. Predict the reactants needed to synthesize the given product. (1) Given the product CCOC(=O)C1CC(NCc2ccc3c(O[C@H]4CC[C@H](C(C)(C)C)CC4)cccc3c2)C1(C)C, predict the reactants needed to synthesize it. The reactants are: CC(C)(C)[C@H]1CC[C@H](Oc2cccc3cc(C=O)ccc23)CC1.CCOC(=O)C1CC(N)C1(C)C. (2) Given the product CNC(=O)c1c(-c2ccccc2)noc1CC(=O)c1ccc(C)cc1, predict the reactants needed to synthesize it. The reactants are: CNC(=O)c1c(-c2ccccc2)noc1CC(O)c1ccc(C)cc1. (3) The reactants are: CC(C)(C)OC(=O)NC1CCN(CCO)CC1. Given the product NC1CCN(CCO)CC1, predict the reactants needed to synthesize it. (4) Given the product CCCCC(CC)CN(CCCCCC(=O)OC)c1ccccc1, predict the reactants needed to synthesize it. The reactants are: CCCCC(CC)CBr.COC(=O)CCCCCNc1ccccc1. (5) The reactants are: COC1=C(OC)C(=O)C(Cc2cccc(C(=O)O)c2OC(C)=O)=C(C)C1=O.Nc1ccc(C(F)(F)F)cc1. Given the product COC1=C(OC)C(=O)C(Cc2cccc(C(=O)Nc3ccc(C(F)(F)F)cc3)c2OC(C)=O)=C(C)C1=O, predict the reactants needed to synthesize it. (6) Given the product c1ccc(Oc2cccc(Oc3cccc(-c4cccc(Oc5ccccc5Oc5ccccc5)c4)c3)c2)cc1, predict the reactants needed to synthesize it. The reactants are: Clc1cccc(-c2cccc(Oc3cccc(Oc4ccccc4)c3)c2)c1.Oc1ccccc1Oc1ccccc1. (7) Given the product O=C(O)c1cc(N2CCOCC2)cc2c1nc(C(F)(F)F)n2Cc1cccc(Cl)c1Cl, predict the reactants needed to synthesize it. The reactants are: COC(=O)c1cc(N2CCOCC2)cc2c1nc(C(F)(F)F)n2Cc1cccc(Cl)c1Cl. (8) The reactants are: CC(Cl)OC(=O)OCCCC[C@@H](C)O[N+](=O)[O-].CCCCc1nc(Cl)c(C(=O)O)n1Cc1ccc(-c2ccccc2-c2nnnn2C(c2ccccc2)(c2ccccc2)c2ccccc2)cc1. Given the product CCCCc1nc(Cl)c(C(=O)OC(C)OC(=O)OCCCC[C@@H](C)O[N+](=O)[O-])n1Cc1ccc(-c2ccccc2-c2nnnn2C(c2ccccc2)(c2ccccc2)c2ccccc2)cc1, predict the reactants needed to synthesize it. (9) Given the product O=C(CC12CC3CC(CC(C3)C1)C2)Nc1cccc2c1CCN(Cc1ccccc1)C2=O, predict the reactants needed to synthesize it. The reactants are: O=C(CC12CC3CC(CC(C3)C1)C2)Nc1cccc2c(=O)n(Cc3ccccc3)ccc12. (10) Given the product Cc1c[nH]cc1C(=O)N1CCC[C@H](c2nc(-c3ccc(F)cc3)no2)C1, predict the reactants needed to synthesize it. The reactants are: Cc1c[nH]cc1C(=O)O.Fc1ccc(-c2noc([C@H]3CCCNC3)n2)cc1.